Dataset: Catalyst prediction with 721,799 reactions and 888 catalyst types from USPTO. Task: Predict which catalyst facilitates the given reaction. (1) Reactant: Cl.[Cl:2][C:3]1[C:33]([C:34]([F:37])([F:36])[F:35])=[CH:32][CH:31]=[CH:30][C:4]=1[CH2:5][N:6]([CH2:21][C@H:22]([C:24]1[CH:29]=[CH:28][CH:27]=[CH:26][CH:25]=1)[CH3:23])[CH2:7][CH2:8][CH2:9][O:10][C:11]1[CH:12]=[C:13]([CH2:17][C:18](O)=[O:19])[CH:14]=[CH:15][CH:16]=1.ClCCCl.O.O[N:44]1C2C=CC=CC=2N=N1.C(N(CC)CC)C.N. Product: [Cl:2][C:3]1[C:33]([C:34]([F:37])([F:36])[F:35])=[CH:32][CH:31]=[CH:30][C:4]=1[CH2:5][N:6]([CH2:21][C@H:22]([C:24]1[CH:29]=[CH:28][CH:27]=[CH:26][CH:25]=1)[CH3:23])[CH2:7][CH2:8][CH2:9][O:10][C:11]1[CH:12]=[C:13]([CH2:17][C:18]([NH2:44])=[O:19])[CH:14]=[CH:15][CH:16]=1. The catalyst class is: 4. (2) Reactant: [Cl:1][C:2]1[N:7]=[CH:6][N:5]=[C:4]([C:8]([C:10]2[CH:20]=[C:19]([CH3:21])[C:13]3[N:14]([CH3:18])[C:15](=[O:17])[O:16][C:12]=3[CH:11]=2)=[O:9])[CH:3]=1.BrN1C(=O)CCC1=O.[N:30]([C:37]([CH3:41])(C)C#N)=[N:31][C:32](C)(C)C#N.N1C=CC=N1.CCN(C(C)C)C(C)C. Product: [Cl:1][C:2]1[N:7]=[CH:6][N:5]=[C:4]([C:8]([C:10]2[CH:20]=[C:19]([CH2:21][N:31]3[CH:32]=[CH:41][CH:37]=[N:30]3)[C:13]3[N:14]([CH3:18])[C:15](=[O:17])[O:16][C:12]=3[CH:11]=2)=[O:9])[CH:3]=1. The catalyst class is: 53. (3) Reactant: [Cl:1][C:2]1[N:7]=[C:6]([Cl:8])[C:5]([CH3:9])=[C:4](Cl)[N:3]=1.Cl.[O:12]1[CH2:16][CH2:15][C@@H:14]([NH2:17])[CH2:13]1.CCN(CC)CC. Product: [Cl:1][C:2]1[N:3]=[C:4]([NH:17][C@@H:14]2[CH2:15][CH2:16][O:12][CH2:13]2)[C:5]([CH3:9])=[C:6]([Cl:8])[N:7]=1. The catalyst class is: 14. (4) The catalyst class is: 13. Product: [CH3:42][O:41][C:35]1[CH:34]=[C:33]([C:31](=[O:32])[CH2:30][N:9]2[C:10](=[O:11])[C:5]3[CH:4]=[C:3]([CH2:1][CH3:2])[S:28][C:6]=3[N:7]([CH2:13][C:14]3[CH:19]=[CH:18][C:17]([C:20]4[C:21]([C:26]#[N:27])=[CH:22][CH:23]=[CH:24][CH:25]=4)=[CH:16][CH:15]=3)[C:8]2=[O:12])[CH:38]=[CH:37][C:36]=1[O:39][CH3:40]. Reactant: [CH2:1]([C:3]1[S:28][C:6]2[N:7]([CH2:13][C:14]3[CH:19]=[CH:18][C:17]([C:20]4[C:21]([C:26]#[N:27])=[CH:22][CH:23]=[CH:24][CH:25]=4)=[CH:16][CH:15]=3)[C:8](=[O:12])[NH:9][C:10](=[O:11])[C:5]=2[CH:4]=1)[CH3:2].Br[CH2:30][C:31]([C:33]1[CH:38]=[CH:37][C:36]([O:39][CH3:40])=[C:35]([O:41][CH3:42])[CH:34]=1)=[O:32].CN(C)C=O.[H-].[Na+]. (5) Reactant: C(NC(C)C)(C)C.C([Li])CCC.[CH2:13]1[O:23][C:16]2([CH2:21][CH2:20][C:19](=[O:22])[CH2:18][CH2:17]2)[O:15][CH2:14]1.C1C=CC(N[S:31]([C:34]([F:37])([F:36])[F:35])(=[O:33])=[O:32])=CC=1. The catalyst class is: 1. Product: [F:35][C:34]([F:37])([F:36])[S:31]([O:22][C:19]1[CH2:18][CH2:17][C:16]2([O:15][CH2:14][CH2:13][O:23]2)[CH2:21][CH:20]=1)(=[O:33])=[O:32]. (6) Reactant: [CH3:1][C@H:2]1[C@:19]([OH:25])([C:20]([S:22][CH2:23][F:24])=[O:21])[C@:18]2([CH3:26])[C@H:4]([C@H:5]3[C@:15]([F:28])([C@@H:16]([OH:27])[CH2:17]2)[C@:14]2([CH3:29])[C:8](=[CH:9][C:10]([CH:12]=[CH:13]2)=[O:11])[C@@H:7]([F:30])[CH2:6]3)[CH2:3]1. Product: [CH3:8][CH2:9][C:10]([O:25][C@@:19]1([C:20]([S:22][CH2:23][F:24])=[O:21])[C@@:18]2([CH3:26])[CH2:17][C@H:16]([OH:27])[C@:15]3([F:28])[C@:14]4([CH3:29])[C:8](=[CH:9][C:10]([CH:12]=[CH:13]4)=[O:11])[C@@H:7]([F:30])[CH2:6][C@H:5]3[C@@H:4]2[CH2:3][C@H:2]1[CH3:1])=[O:11]. The catalyst class is: 51.